Dataset: NCI-60 drug combinations with 297,098 pairs across 59 cell lines. Task: Regression. Given two drug SMILES strings and cell line genomic features, predict the synergy score measuring deviation from expected non-interaction effect. (1) Drug 1: CC(CN1CC(=O)NC(=O)C1)N2CC(=O)NC(=O)C2. Drug 2: C(=O)(N)NO. Cell line: SK-MEL-5. Synergy scores: CSS=18.0, Synergy_ZIP=2.01, Synergy_Bliss=9.58, Synergy_Loewe=1.98, Synergy_HSA=6.08. (2) Drug 1: C1=CC(=CC=C1C#N)C(C2=CC=C(C=C2)C#N)N3C=NC=N3. Drug 2: C1C(C(OC1N2C=NC3=C2NC=NCC3O)CO)O. Cell line: EKVX. Synergy scores: CSS=3.45, Synergy_ZIP=4.87, Synergy_Bliss=8.47, Synergy_Loewe=5.40, Synergy_HSA=5.84. (3) Drug 1: CC1=C2C(C(=O)C3(C(CC4C(C3C(C(C2(C)C)(CC1OC(=O)C(C(C5=CC=CC=C5)NC(=O)C6=CC=CC=C6)O)O)OC(=O)C7=CC=CC=C7)(CO4)OC(=O)C)O)C)OC(=O)C. Drug 2: C1CN(CCN1C(=O)CCBr)C(=O)CCBr. Cell line: SK-MEL-5. Synergy scores: CSS=32.8, Synergy_ZIP=-8.79, Synergy_Bliss=-10.9, Synergy_Loewe=-21.0, Synergy_HSA=-5.89. (4) Drug 1: C1=NC2=C(N1)C(=S)N=C(N2)N. Drug 2: CC1CCCC2(C(O2)CC(NC(=O)CC(C(C(=O)C(C1O)C)(C)C)O)C(=CC3=CSC(=N3)C)C)C. Cell line: HOP-62. Synergy scores: CSS=39.3, Synergy_ZIP=4.22, Synergy_Bliss=2.60, Synergy_Loewe=2.69, Synergy_HSA=2.71. (5) Drug 1: CCN(CC)CCNC(=O)C1=C(NC(=C1C)C=C2C3=C(C=CC(=C3)F)NC2=O)C. Drug 2: CC1CCCC2(C(O2)CC(NC(=O)CC(C(C(=O)C(C1O)C)(C)C)O)C(=CC3=CSC(=N3)C)C)C. Cell line: UO-31. Synergy scores: CSS=19.7, Synergy_ZIP=-6.22, Synergy_Bliss=3.90, Synergy_Loewe=-17.8, Synergy_HSA=0.971. (6) Drug 1: N.N.Cl[Pt+2]Cl. Drug 2: CC1C(C(CC(O1)OC2CC(CC3=C2C(=C4C(=C3O)C(=O)C5=C(C4=O)C(=CC=C5)OC)O)(C(=O)CO)O)N)O.Cl. Cell line: OVCAR-5. Synergy scores: CSS=19.2, Synergy_ZIP=-0.0880, Synergy_Bliss=-2.23, Synergy_Loewe=-16.4, Synergy_HSA=-0.00259. (7) Drug 1: CC1=C2C(C(=O)C3(C(CC4C(C3C(C(C2(C)C)(CC1OC(=O)C(C(C5=CC=CC=C5)NC(=O)OC(C)(C)C)O)O)OC(=O)C6=CC=CC=C6)(CO4)OC(=O)C)OC)C)OC. Drug 2: CS(=O)(=O)C1=CC(=C(C=C1)C(=O)NC2=CC(=C(C=C2)Cl)C3=CC=CC=N3)Cl. Cell line: SF-268. Synergy scores: CSS=58.3, Synergy_ZIP=16.7, Synergy_Bliss=18.1, Synergy_Loewe=0.865, Synergy_HSA=16.6. (8) Drug 1: C1CCC(CC1)NC(=O)N(CCCl)N=O. Drug 2: COC1=NC(=NC2=C1N=CN2C3C(C(C(O3)CO)O)O)N. Cell line: NCI/ADR-RES. Synergy scores: CSS=6.47, Synergy_ZIP=0.725, Synergy_Bliss=8.33, Synergy_Loewe=-0.733, Synergy_HSA=2.33. (9) Drug 1: CC1CCC2CC(C(=CC=CC=CC(CC(C(=O)C(C(C(=CC(C(=O)CC(OC(=O)C3CCCCN3C(=O)C(=O)C1(O2)O)C(C)CC4CCC(C(C4)OC)O)C)C)O)OC)C)C)C)OC. Drug 2: C(CC(=O)O)C(=O)CN.Cl. Cell line: UO-31. Synergy scores: CSS=19.1, Synergy_ZIP=-4.65, Synergy_Bliss=0.183, Synergy_Loewe=-11.0, Synergy_HSA=0.733. (10) Drug 1: CC(C1=C(C=CC(=C1Cl)F)Cl)OC2=C(N=CC(=C2)C3=CN(N=C3)C4CCNCC4)N. Drug 2: CC1=C(C=C(C=C1)NC(=O)C2=CC=C(C=C2)CN3CCN(CC3)C)NC4=NC=CC(=N4)C5=CN=CC=C5. Cell line: CAKI-1. Synergy scores: CSS=14.5, Synergy_ZIP=5.85, Synergy_Bliss=7.14, Synergy_Loewe=-9.19, Synergy_HSA=1.31.